Dataset: Catalyst prediction with 721,799 reactions and 888 catalyst types from USPTO. Task: Predict which catalyst facilitates the given reaction. (1) Reactant: [Cl:1][C:2]1[C:9]([CH3:10])=[C:8](I)[CH:7]=[CH:6][C:3]=1[C:4]#[N:5].[CH2:12]([CH:14]1[NH:18][C:17](=[O:19])[C:16]([CH3:21])([CH3:20])[C:15]1=[O:22])[CH3:13].C(=O)([O-])[O-].[Cs+].[Cs+].C1(P(C2C=CC=CC=2)C2C3OC4C(=CC=CC=4P(C4C=CC=CC=4)C4C=CC=CC=4)C(C)(C)C=3C=CC=2)C=CC=CC=1. Product: [Cl:1][C:2]1[C:9]([CH3:10])=[C:8]([N:18]2[CH:14]([CH2:12][CH3:13])[C:15](=[O:22])[C:16]([CH3:21])([CH3:20])[C:17]2=[O:19])[CH:7]=[CH:6][C:3]=1[C:4]#[N:5]. The catalyst class is: 488. (2) Reactant: Br[C:2]1[CH:3]=[C:4]([C:13]2[C:25]([F:26])=[CH:24][C:16]([C:17]([NH:19][S:20]([CH3:23])(=[O:22])=[O:21])=[O:18])=[C:15]([F:27])[CH:14]=2)[CH:5]=[N:6][C:7]=1[O:8][CH2:9][CH:10]([CH3:12])[CH3:11].[F:28][C:29]1[CH:30]=[C:31](B(O)O)[C:32]([O:35][CH3:36])=[N:33][CH:34]=1.C(=O)([O-])[O-].[K+].[K+].O1CCOCC1. Product: [F:27][C:15]1[CH:14]=[C:13]([C:4]2[CH:3]=[C:2]([C:31]3[C:32]([O:35][CH3:36])=[N:33][CH:34]=[C:29]([F:28])[CH:30]=3)[C:7]([O:8][CH2:9][CH:10]([CH3:12])[CH3:11])=[N:6][CH:5]=2)[C:25]([F:26])=[CH:24][C:16]=1[C:17]([NH:19][S:20]([CH3:23])(=[O:22])=[O:21])=[O:18]. The catalyst class is: 103.